Dataset: Catalyst prediction with 721,799 reactions and 888 catalyst types from USPTO. Task: Predict which catalyst facilitates the given reaction. (1) Product: [Br:1][C:2]1[CH:3]=[C:4]([C:8]([NH:44][CH:45]([CH2:55][C:56]2[CH:57]=[CH:58][CH:59]=[CH:60][CH:61]=2)[CH2:46][NH:47][C:48](=[O:54])[O:49][C:50]([CH3:53])([CH3:51])[CH3:52])=[O:10])[O:5][C:6]=1[Br:7]. The catalyst class is: 2. Reactant: [Br:1][C:2]1[CH:3]=[C:4]([C:8]([OH:10])=O)[O:5][C:6]=1[Br:7].C1CN([P+](Br)(N2CCCC2)N2CCCC2)CC1.F[P-](F)(F)(F)(F)F.C(N(C(C)C)CC)(C)C.[NH2:44][CH:45]([CH2:55][C:56]1[CH:61]=[CH:60][CH:59]=[CH:58][CH:57]=1)[CH2:46][NH:47][C:48](=[O:54])[O:49][C:50]([CH3:53])([CH3:52])[CH3:51]. (2) Reactant: [CH2:1]=[CH:2][CH2:3][CH2:4][CH2:5][CH2:6][CH:7]([Si:9]([CH3:12])([CH3:11])Cl)[CH3:8].C(N(CC)CC)C.[OH2:20]. Product: [CH2:1]=[CH:2][CH2:3][CH2:4][CH2:5][CH2:6][CH:7]([Si:9]([CH3:12])([CH3:11])[OH:20])[CH3:8]. The catalyst class is: 28.